From a dataset of Full USPTO retrosynthesis dataset with 1.9M reactions from patents (1976-2016). Predict the reactants needed to synthesize the given product. (1) Given the product [Cl:15][C:13]1[CH:14]=[C:7]([OH:6])[CH:8]=[C:9]([Cl:16])[C:10]=1[CH:11]=[O:12], predict the reactants needed to synthesize it. The reactants are: C([Si](C)(C)[O:6][C:7]1[CH:14]=[C:13]([Cl:15])[C:10]([CH:11]=[O:12])=[C:9]([Cl:16])[CH:8]=1)(C)(C)C.C([Li])(CC)C.CN(C=O)C.Cl. (2) Given the product [Cl:21][C:22]1[N:23]=[C:24]([N:27]([CH3:29])[CH3:28])[S:25][C:26]=1[C:13]1[N:8]2[N:9]=[C:10]([CH3:12])[CH:11]=[C:6]([CH:3]([CH2:4][CH3:5])[CH2:1][CH3:2])[C:7]2=[N:15][C:14]=1[C:16]([F:19])([F:18])[F:17], predict the reactants needed to synthesize it. The reactants are: [CH2:1]([CH:3]([C:6]1[C:7]2[N:8]([C:13](I)=[C:14]([C:16]([F:19])([F:18])[F:17])[N:15]=2)[N:9]=[C:10]([CH3:12])[CH:11]=1)[CH2:4][CH3:5])[CH3:2].[Cl:21][C:22]1[N:23]=[C:24]([N:27]([CH3:29])[CH3:28])[S:25][CH:26]=1. (3) The reactants are: [CH2:1]([CH:8]1[C:17]2[C:12](=[CH:13][C:14]([O:18][CH3:19])=[CH:15][CH:16]=2)[CH2:11][CH2:10][N:9]1[CH:20]([C:24]1[CH:29]=[CH:28][CH:27]=[CH:26][CH:25]=1)[C:21](O)=[O:22])[C:2]1[CH:7]=[CH:6][CH:5]=[CH:4][CH:3]=1.[Br-].[NH4+:31]. Given the product [CH2:1]([CH:8]1[C:17]2[C:12](=[CH:13][C:14]([O:18][CH3:19])=[CH:15][CH:16]=2)[CH2:11][CH2:10][N:9]1[CH:20]([C:24]1[CH:29]=[CH:28][CH:27]=[CH:26][CH:25]=1)[C:21]([NH2:31])=[O:22])[C:2]1[CH:7]=[CH:6][CH:5]=[CH:4][CH:3]=1, predict the reactants needed to synthesize it. (4) Given the product [F:1][C:2]1[C:7]([C:8]2[CH:13]=[CH:12][CH:11]=[C:10]([CH2:14][N:42]3[CH2:43][CH2:44][NH:45][CH2:46][CH2:41]3)[CH:9]=2)=[CH:6][C:5]([CH2:16][NH:17][C:18](=[O:19])[C:20]2[CH:25]=[CH:24][CH:23]=[C:22]([CH2:26][CH:27]3[CH2:28][CH2:29][NH:30][CH2:31][CH2:32]3)[CH:21]=2)=[CH:4][CH:3]=1, predict the reactants needed to synthesize it. The reactants are: [F:1][C:2]1[C:7]([C:8]2[CH:13]=[CH:12][CH:11]=[C:10]([CH:14]=O)[CH:9]=2)=[CH:6][C:5]([CH2:16][NH:17][C:18]([C:20]2[CH:21]=[C:22]([CH2:26][CH:27]3[CH2:32][CH2:31][N:30](C(OC(C)(C)C)=O)[CH2:29][CH2:28]3)[CH:23]=[CH:24][CH:25]=2)=[O:19])=[CH:4][CH:3]=1.C[C@H:41]1[CH2:46][NH:45][CH2:44][CH2:43][N:42]1C(OC(C)(C)C)=O.[BH-](OC(C)=O)(OC(C)=O)OC(C)=O.[Na+]. (5) Given the product [CH3:6][O:7][C:8]1[CH:9]=[C:10]([C:16]2[N:21]=[C:20]([C:22]([N:24]3[CH2:25][CH2:26][N:27]([C:30]4[CH:31]=[CH:32][C:33]([CH2:36][CH2:37][C:38]([OH:40])=[O:39])=[CH:34][CH:35]=4)[CH2:28][CH2:29]3)=[O:23])[CH:19]=[CH:18][CH:17]=2)[CH:11]=[CH:12][C:13]=1[O:14][CH3:15], predict the reactants needed to synthesize it. The reactants are: C1COCC1.[CH3:6][O:7][C:8]1[CH:9]=[C:10]([C:16]2[N:21]=[C:20]([C:22]([N:24]3[CH2:29][CH2:28][N:27]([C:30]4[CH:35]=[CH:34][C:33]([CH2:36][CH2:37][C:38]([O:40]CC)=[O:39])=[CH:32][CH:31]=4)[CH2:26][CH2:25]3)=[O:23])[CH:19]=[CH:18][CH:17]=2)[CH:11]=[CH:12][C:13]=1[O:14][CH3:15].[OH-].[Na+].Cl.